From a dataset of Forward reaction prediction with 1.9M reactions from USPTO patents (1976-2016). Predict the product of the given reaction. The product is: [CH2:1]([C:3]1[C:4]([F:15])=[CH:5][N:6]=[C:7]2[C:12]=1[NH:11][C:10](=[O:13])[CH:9]=[CH:8]2)[CH3:2]. Given the reactants [CH2:1]([C:3]1[C:4]([F:15])=[CH:5][N:6]=[C:7]2[C:12]=1[N:11]=[C:10]([O:13]C)[CH:9]=[CH:8]2)[CH3:2].Br.C(=O)([O-])O.[Na+], predict the reaction product.